From a dataset of Full USPTO retrosynthesis dataset with 1.9M reactions from patents (1976-2016). Predict the reactants needed to synthesize the given product. (1) Given the product [CH3:34][N:21]([C:18]1[CH:19]=[CH:20][C:15]([C:12]2[N:13]=[CH:14][N:10]([C:7]3[CH:6]=[CH:5][C:4]([O:3][C:2]([F:1])([F:29])[F:30])=[CH:9][CH:8]=3)[N:11]=2)=[CH:16][CH:17]=1)[C:22](=[O:28])[O:23][C:24]([CH3:25])([CH3:26])[CH3:27], predict the reactants needed to synthesize it. The reactants are: [F:1][C:2]([F:30])([F:29])[O:3][C:4]1[CH:9]=[CH:8][C:7]([N:10]2[CH:14]=[N:13][C:12]([C:15]3[CH:20]=[CH:19][C:18]([NH:21][C:22](=[O:28])[O:23][C:24]([CH3:27])([CH3:26])[CH3:25])=[CH:17][CH:16]=3)=[N:11]2)=[CH:6][CH:5]=1.[H-].[Na+].I[CH3:34]. (2) Given the product [F:1][C:2]1[CH:7]=[CH:6][C:5]([CH:8]2[CH2:9][CH2:10][N:11]([C:14]3[N:19]=[CH:18][N:17]4[C:22]([CH2:23][C:24]([CH3:26])([CH3:25])[CH3:27])=[N:21][N:20]=[C:16]4[C:15]=3[O:29][CH3:30])[CH2:12][CH2:13]2)=[CH:4][CH:3]=1, predict the reactants needed to synthesize it. The reactants are: [F:1][C:2]1[CH:7]=[CH:6][C:5]([CH:8]2[CH2:13][CH2:12][N:11]([C:14]3[N:19]=[CH:18][N:17]=[C:16]([NH:20][NH:21][C:22](=O)[CH2:23][C:24]([CH3:27])([CH3:26])[CH3:25])[C:15]=3[O:29][CH3:30])[CH2:10][CH2:9]2)=[CH:4][CH:3]=1.P(Cl)(Cl)(Cl)=O.